From a dataset of Peptide-MHC class II binding affinity with 134,281 pairs from IEDB. Regression. Given a peptide amino acid sequence and an MHC pseudo amino acid sequence, predict their binding affinity value. This is MHC class II binding data. The peptide sequence is ERKYFAATQFEPLAA. The MHC is HLA-DPA10103-DPB10401 with pseudo-sequence HLA-DPA10103-DPB10401. The binding affinity (normalized) is 0.899.